Dataset: Forward reaction prediction with 1.9M reactions from USPTO patents (1976-2016). Task: Predict the product of the given reaction. (1) Given the reactants [C:1]([NH:4][C:5]1[S:6][C:7]([S:11]([NH:14][C:15]2[CH:20]=[CH:19][C:18]([CH2:21][C:22]([NH:24][C:25]3[C:26](=[O:45])[N:27]([CH2:37][C:38]4[CH:43]=[CH:42][CH:41]=[CH:40][C:39]=4[F:44])[C:28](=[O:36])[N:29]([CH2:32][CH:33]4[CH2:35][CH2:34]4)[C:30]=3[NH2:31])=O)=[CH:17][CH:16]=2)(=[O:13])=[O:12])=[C:8]([CH3:10])[N:9]=1)(=[O:3])[CH3:2].[OH-].[Na+], predict the reaction product. The product is: [CH:33]1([CH2:32][N:29]2[C:30]3[N:31]=[C:22]([CH2:21][C:18]4[CH:19]=[CH:20][C:15]([NH:14][S:11]([C:7]5[S:6][C:5]([NH:4][C:1](=[O:3])[CH3:2])=[N:9][C:8]=5[CH3:10])(=[O:12])=[O:13])=[CH:16][CH:17]=4)[NH:24][C:25]=3[C:26](=[O:45])[N:27]([CH2:37][C:38]3[CH:43]=[CH:42][CH:41]=[CH:40][C:39]=3[F:44])[C:28]2=[O:36])[CH2:34][CH2:35]1. (2) Given the reactants Cl[C:2]1[CH:10]=[CH:9][C:8]([O:11][CH2:12][CH:13]2[CH2:18][CH2:17][N:16]([CH3:19])[CH2:15][CH2:14]2)=[C:7]2[C:3]=1[C:4]1[CH:23]=[C:22]([CH3:24])[CH:21]=[N:20][C:5]=1[NH:6]2.[CH2:25]([S:27]([C:30]1[CH:31]=[C:32](B(O)O)[CH:33]=[CH:34][CH:35]=1)(=[O:29])=[O:28])[CH3:26].C1(P(C2CCCCC2)C2CCCCC2)CCCCC1.C([O-])([O-])=O.[Cs+].[Cs+], predict the reaction product. The product is: [CH2:25]([S:27]([C:30]1[CH:35]=[C:34]([C:2]2[CH:10]=[CH:9][C:8]([O:11][CH2:12][CH:13]3[CH2:18][CH2:17][N:16]([CH3:19])[CH2:15][CH2:14]3)=[C:7]3[C:3]=2[C:4]2[CH:23]=[C:22]([CH3:24])[CH:21]=[N:20][C:5]=2[NH:6]3)[CH:33]=[CH:32][CH:31]=1)(=[O:28])=[O:29])[CH3:26]. (3) Given the reactants Cl[C:2]1[N:7]=[C:6]([NH:8][C@H:9]([C:11]2[CH:16]=[CH:15][C:14]([F:17])=[CH:13][CH:12]=2)[CH3:10])[N:5]=[C:4]([NH:18][C:19]2[CH:24]=[N:23][CH:22]=[CH:21][N:20]=2)[CH:3]=1.[CH3:25][S:26]([C:29]1[CH:34]=[CH:33][C:32](B(O)O)=[CH:31][CH:30]=1)(=[O:28])=[O:27].C(=O)([O-])[O-].[Na+].[Na+].O, predict the reaction product. The product is: [F:17][C:14]1[CH:15]=[CH:16][C:11]([C@@H:9]([NH:8][C:6]2[N:5]=[C:4]([NH:18][C:19]3[CH:24]=[N:23][CH:22]=[CH:21][N:20]=3)[CH:3]=[C:2]([C:32]3[CH:33]=[CH:34][C:29]([S:26]([CH3:25])(=[O:28])=[O:27])=[CH:30][CH:31]=3)[N:7]=2)[CH3:10])=[CH:12][CH:13]=1. (4) Given the reactants [CH3:1][O:2][CH2:3][C:4]1[N:5]=[C:6]([N:18]([CH2:22][C@@H:23]([NH:35][CH2:36][CH2:37][N:38]2[CH2:43][CH2:42][O:41][CH2:40][CH2:39]2)[CH2:24][C:25]2[CH:30]=[CH:29][C:28]([C:31]([F:34])([F:33])[F:32])=[CH:27][CH:26]=2)C(=O)C)[S:7][C:8]=1[C:9]1[S:10][C:11]2[CH:12]=[N:13][CH:14]=[CH:15][C:16]=2[N:17]=1.C1COCC1.Cl.[OH-].[Na+], predict the reaction product. The product is: [CH3:1][O:2][CH2:3][C:4]1[N:5]=[C:6]([NH:18][CH2:22][C@@H:23]([NH:35][CH2:36][CH2:37][N:38]2[CH2:39][CH2:40][O:41][CH2:42][CH2:43]2)[CH2:24][C:25]2[CH:26]=[CH:27][C:28]([C:31]([F:33])([F:32])[F:34])=[CH:29][CH:30]=2)[S:7][C:8]=1[C:9]1[S:10][C:11]2[CH:12]=[N:13][CH:14]=[CH:15][C:16]=2[N:17]=1.